Dataset: Catalyst prediction with 721,799 reactions and 888 catalyst types from USPTO. Task: Predict which catalyst facilitates the given reaction. Reactant: [S:1]1[CH:5]=[CH:4][S:3][C:2]1=[C:6]1[S:10][C:9]2[S:11][C:12](=[C:14]3[S:18][C:17]([C:19]([O:21]C)=[O:20])=[CH:16][S:15]3)[S:13][C:8]=2[S:7]1.O1CCOCC1.[Li+].[OH-].Cl. Product: [S:1]1[CH:5]=[CH:4][S:3][C:2]1=[C:6]1[S:7][C:8]2[S:13][C:12](=[C:14]3[S:18][C:17]([C:19]([OH:21])=[O:20])=[CH:16][S:15]3)[S:11][C:9]=2[S:10]1. The catalyst class is: 92.